Dataset: Forward reaction prediction with 1.9M reactions from USPTO patents (1976-2016). Task: Predict the product of the given reaction. Given the reactants [CH3:1][O:2][C:3](=[O:17])[CH2:4][CH:5]([NH:9][C:10]1[CH:15]=[CH:14][CH:13]=[CH:12][C:11]=1[NH2:16])[CH2:6][O:7][CH3:8].Cl.O.C1C[O:23][CH2:22]C1, predict the reaction product. The product is: [CH3:1][O:2][C:3](=[O:17])[CH2:4][CH:5]([N:9]1[C:10]2[CH:15]=[CH:14][CH:13]=[CH:12][C:11]=2[NH:16][C:22]1=[O:23])[CH2:6][O:7][CH3:8].